Dataset: Reaction yield outcomes from USPTO patents with 853,638 reactions. Task: Predict the reaction yield, written as a fraction of the theoretical maximum amount of product (1.0 means a 100% yield; for example, 0.34 means a 34% yield). (1) The reactants are [CH:1]1([OH:8])[CH2:6][CH2:5][CH:4]([OH:7])[CH2:3][CH2:2]1.[H-].[Na+].Cl[C:12]1[N:17]=[CH:16][C:15]([CH2:18][CH3:19])=[CH:14][N:13]=1. The catalyst is CN(C=O)C.CCOC(C)=O.O. The product is [CH2:18]([C:15]1[CH:14]=[N:13][C:12]([O:7][CH:4]2[CH2:5][CH2:6][CH:1]([OH:8])[CH2:2][CH2:3]2)=[N:17][CH:16]=1)[CH3:19]. The yield is 0.660. (2) The yield is 0.970. The product is [Cl:23][C:2]([C:13]1[C:18]([F:19])=[CH:17][C:16]([F:20])=[CH:15][C:14]=1[F:21])([C:8]([O:10][CH2:11][CH3:12])=[O:9])[C:3]([O:5][CH2:6][CH3:7])=[O:4]. The catalyst is O=P(Cl)(Cl)Cl. The reactants are O[C:2]([C:13]1[C:18]([F:19])=[CH:17][C:16]([F:20])=[CH:15][C:14]=1[F:21])([C:8]([O:10][CH2:11][CH3:12])=[O:9])[C:3]([O:5][CH2:6][CH3:7])=[O:4].P(Cl)(Cl)(Cl)(Cl)[Cl:23]. (3) The catalyst is C(O)C. The yield is 0.870. The reactants are C([O:3][C:4](=[O:30])[CH2:5][O:6][C:7]1[CH:12]=[CH:11][C:10]([O:13][CH2:14][CH2:15][C:16]2[N:17]=[C:18]([C:22]3[CH:27]=[CH:26][CH:25]=[CH:24][CH:23]=3)[O:19][C:20]=2[CH3:21])=[CH:9][C:8]=1[CH2:28][CH3:29])C.[OH-].[Na+]. The product is [CH2:28]([C:8]1[CH:9]=[C:10]([O:13][CH2:14][CH2:15][C:16]2[N:17]=[C:18]([C:22]3[CH:23]=[CH:24][CH:25]=[CH:26][CH:27]=3)[O:19][C:20]=2[CH3:21])[CH:11]=[CH:12][C:7]=1[O:6][CH2:5][C:4]([OH:30])=[O:3])[CH3:29]. (4) The reactants are [N+:1]([C:4]1[CH:16]=[CH:15][CH:14]=[CH:13][C:5]=1[CH2:6][NH:7][CH:8]([CH2:11][CH3:12])[CH2:9][OH:10])([O-:3])=[O:2].C(N(CC)CC)C.Cl[C:25](Cl)([O:27]C(=O)OC(Cl)(Cl)Cl)Cl. The yield is 0.720. The catalyst is C(Cl)(Cl)Cl. The product is [CH2:11]([CH:8]1[CH2:9][O:10][C:25](=[O:27])[N:7]1[CH2:6][C:5]1[CH:13]=[CH:14][CH:15]=[CH:16][C:4]=1[N+:1]([O-:3])=[O:2])[CH3:12].